Dataset: Full USPTO retrosynthesis dataset with 1.9M reactions from patents (1976-2016). Task: Predict the reactants needed to synthesize the given product. (1) Given the product [OH:37][CH:38]1[CH2:41][N:40]([C:12]([C:11]2[CH:10]=[C:9]([CH:17]=[CH:16][CH:15]=2)[CH2:8][N:7]2[C:2](=[O:1])[CH:3]=[CH:4][C:5]([C:18]3[O:22][N:21]=[C:20]([C:23]4[CH:28]=[CH:27][C:26]([C:29]([CH3:34])([CH3:35])[C:30]([F:31])([F:32])[F:33])=[CH:25][CH:24]=4)[N:19]=3)=[N:6]2)=[O:13])[CH2:39]1, predict the reactants needed to synthesize it. The reactants are: [O:1]=[C:2]1[N:7]([CH2:8][C:9]2[CH:10]=[C:11]([CH:15]=[CH:16][CH:17]=2)[C:12](Cl)=[O:13])[N:6]=[C:5]([C:18]2[O:22][N:21]=[C:20]([C:23]3[CH:28]=[CH:27][C:26]([C:29]([CH3:35])([CH3:34])[C:30]([F:33])([F:32])[F:31])=[CH:25][CH:24]=3)[N:19]=2)[CH:4]=[CH:3]1.Cl.[OH:37][CH:38]1[CH2:41][NH:40][CH2:39]1. (2) Given the product [CH3:30][O:31][C:32]([C:12]1[CH:7]=[CH:6][C:5]([N+:14]([O-:16])=[O:15])=[C:4]([CH:13]=1)[C:1]([O:3][C:23]([CH3:25])([CH3:22])[CH3:24])=[O:2])=[O:26], predict the reactants needed to synthesize it. The reactants are: [C:1]([C:4]1[CH:13]=[CH:12][C:7](C(OC)=O)=[CH:6][C:5]=1[N+:14]([O-:16])=[O:15])([OH:3])=[O:2].S(=O)(=O)(O)O.[CH3:22][C:23]([CH3:25])=[CH2:24].[OH-:26].[Na+].O1C[CH2:32][O:31][CH2:30]C1. (3) The reactants are: [NH2:1][CH2:2][C:3]([NH2:6])([CH3:5])[CH3:4].C(N(CC)CC)C.Cl[C:15]1[C:24]2[C:19](=[CH:20][CH:21]=[CH:22][CH:23]=2)[N:18]=[CH:17][C:16]=1[N+:25]([O-:27])=[O:26]. Given the product [N+:25]([C:16]1[CH2:17][N:18]([NH:6][C:3]([CH3:5])([CH3:4])[CH2:2][NH2:1])[C:19]2[C:24]([CH:15]=1)=[CH:23][CH:22]=[CH:21][CH:20]=2)([O-:27])=[O:26], predict the reactants needed to synthesize it. (4) Given the product [OH:40][CH2:41][CH2:42][N:43]([C:8]([C:4]1[N:5]=[CH:6][NH:7][C:3]=1[CH3:2])=[O:10])[CH:44]1[CH2:49][CH2:48][N:47]([C:50]([O:52][C:53]([CH3:56])([CH3:55])[CH3:54])=[O:51])[CH2:46][CH2:45]1, predict the reactants needed to synthesize it. The reactants are: Cl.[CH3:2][C:3]1[NH:7][CH:6]=[N:5][C:4]=1[C:8]([OH:10])=O.C1C=CC2N(O)N=NC=2C=1.CCN=C=NCCCN(C)C.C[Si](C)(C)NC(=O)C.[OH:40][CH2:41][CH2:42][NH:43][CH:44]1[CH2:49][CH2:48][N:47]([C:50]([O:52][C:53]([CH3:56])([CH3:55])[CH3:54])=[O:51])[CH2:46][CH2:45]1. (5) Given the product [NH2:19][C:4]1[C:3]2[C:2]([C:20]#[N:21])=[CH:1][N:9]([C@@H:10]3[O:14][C@H:13]([CH2:15][O:16][Si:26]([C:22]([CH3:25])([CH3:24])[CH3:23])([C:33]4[CH:38]=[CH:37][CH:36]=[CH:35][CH:34]=4)[C:27]4[CH:32]=[CH:31][CH:30]=[CH:29][CH:28]=4)[C@@H:12]([O:17][S:41]([CH3:40])(=[O:43])=[O:42])[C@H:11]3[O:18][S:41]([CH3:40])(=[O:43])=[O:42])[C:8]=2[N:7]=[CH:6][N:5]=1, predict the reactants needed to synthesize it. The reactants are: [CH:1]1[N:9]([C@@H:10]2[O:14][C@H:13]([CH2:15][OH:16])[C@@H:12]([OH:17])[C@H:11]2[OH:18])[C:8]2[C:3](=[C:4]([NH2:19])[N:5]=[CH:6][N:7]=2)[C:2]=1[C:20]#[N:21].[C:22]([Si:26](Cl)([C:33]1[CH:38]=[CH:37][CH:36]=[CH:35][CH:34]=1)[C:27]1[CH:32]=[CH:31][CH:30]=[CH:29][CH:28]=1)([CH3:25])([CH3:24])[CH3:23].[CH3:40][S:41](Cl)(=[O:43])=[O:42]. (6) Given the product [OH:6][CH:4]([CH3:5])[CH2:3][CH2:2][CH2:1][O:7][S:21]([C:18]1[CH:19]=[CH:20][C:15]([CH3:25])=[CH:16][CH:17]=1)(=[O:23])=[O:22], predict the reactants needed to synthesize it. The reactants are: [CH2:1]([OH:7])[CH2:2][CH2:3][CH:4]([OH:6])[CH3:5].CCN(CC)CC.[C:15]1([CH3:25])[CH:20]=[CH:19][C:18]([S:21](Cl)(=[O:23])=[O:22])=[CH:17][CH:16]=1. (7) Given the product [CH3:38][N:3]1[CH2:8][CH2:7][CH:6]([C:9]2[CH:10]=[CH:11][C:12]([NH:15][C:16]3[N:21]=[C:20]([CH2:22][CH2:23][C:24]4[CH:29]=[CH:28][CH:27]=[CH:26][C:25]=4[CH2:30][C:31]([NH2:33])=[O:32])[C:19]([C:34]([F:37])([F:36])[F:35])=[CH:18][N:17]=3)=[CH:13][CH:14]=2)[CH2:5][CH2:4]1, predict the reactants needed to synthesize it. The reactants are: C=O.[NH:3]1[CH2:8][CH2:7][CH:6]([C:9]2[CH:14]=[CH:13][C:12]([NH:15][C:16]3[N:21]=[C:20]([CH2:22][CH2:23][C:24]4[CH:29]=[CH:28][CH:27]=[CH:26][C:25]=4[CH2:30][C:31]([NH2:33])=[O:32])[C:19]([C:34]([F:37])([F:36])[F:35])=[CH:18][N:17]=3)=[CH:11][CH:10]=2)[CH2:5][CH2:4]1.[C:38](O[BH-](OC(=O)C)OC(=O)C)(=O)C.[Na+].